From a dataset of Reaction yield outcomes from USPTO patents with 853,638 reactions. Predict the reaction yield, written as a fraction of the theoretical maximum amount of product (1.0 means a 100% yield; for example, 0.34 means a 34% yield). (1) The reactants are [CH3:1][O:2][C:3]1[C:10]([O:11][CH3:12])=[C:9]([O:13][CH3:14])[CH:8]=[CH:7][C:4]=1[CH2:5][OH:6].F[C:16]1[CH:21]=[CH:20][CH:19]=[CH:18][C:17]=1[N+:22]([O-:24])=[O:23].[CH3:25][O:26][C:27]1[C:41]([O:42][CH3:43])=[C:40]([O:44][CH3:45])[CH:39]=[CH:38][C:28]=1[CH2:29][O:30][C:31]1[CH:37]=[CH:36][CH:35]=[CH:34][C:32]=1[NH2:33].[NH2:46][C:47]1[S:48][CH:49]=[CH:50][N:51]=1. No catalyst specified. The product is [CH3:1][O:2][C:3]1[C:10]([O:11][CH3:12])=[C:9]([O:13][CH3:14])[CH:8]=[CH:7][C:4]=1[CH2:5][O:6][C:16]1[CH:21]=[CH:20][CH:19]=[CH:18][C:17]=1[N+:22]([O-:24])=[O:23].[CH3:25][O:26][C:27]1[C:41]([O:42][CH3:43])=[C:40]([O:44][CH3:45])[CH:39]=[CH:38][C:28]=1[CH2:29][O:30][C:31]1[CH:37]=[CH:36][CH:35]=[CH:34][C:32]=1[NH:33][C:14]([NH:46][C:47]1[S:48][CH:49]=[CH:50][N:51]=1)=[O:13]. The yield is 0.720. (2) The reactants are [CH2:1]([O:8][C:9]1[CH:10]=[C:11]2[C:16](=[CH:17][CH:18]=1)[CH:15](O)[CH:14]([Br:20])[CH2:13][CH2:12]2)[C:2]1[CH:7]=[CH:6][CH:5]=[CH:4][CH:3]=1.O.C1(C)C=CC(S(O)(=O)=O)=CC=1.C1(C)C=CC=CC=1. The catalyst is CCOC(C)=O.CCCCCC. The product is [CH2:1]([O:8][C:9]1[CH:10]=[C:11]2[C:16]([CH:15]=[C:14]([Br:20])[CH2:13][CH2:12]2)=[CH:17][CH:18]=1)[C:2]1[CH:3]=[CH:4][CH:5]=[CH:6][CH:7]=1. The yield is 0.570. (3) The product is [C:32]([O:31][C:29](=[O:30])[N:20]([C:11]1[S:12][C@:13]2([CH2:16][OH:17])[C@H:15]([C@:9]([C:4]3[C:5]([F:8])=[N:6][CH:7]=[C:2]([Br:1])[CH:3]=3)([CH3:36])[N:10]=1)[CH2:14]2)[CH2:21][O:22][CH2:23][CH2:24][Si:25]([CH3:28])([CH3:27])[CH3:26])([CH3:34])([CH3:33])[CH3:35]. No catalyst specified. The reactants are [Br:1][C:2]1[CH:3]=[C:4]([C@:9]2([CH3:36])[C@H:15]3[C@:13]([C:16](OC)=[O:17])([CH2:14]3)[S:12][C:11]([N:20]([C:29]([O:31][C:32]([CH3:35])([CH3:34])[CH3:33])=[O:30])[CH2:21][O:22][CH2:23][CH2:24][Si:25]([CH3:28])([CH3:27])[CH3:26])=[N:10]2)[C:5]([F:8])=[N:6][CH:7]=1.[BH4-].[Li+].CO. The yield is 0.960. (4) The reactants are C[O:2][C:3]1[C:12]2[O:11][CH2:10][CH2:9][C:8](=[O:13])[C:7]=2[CH:6]=[CH:5][CH:4]=1.[Cl-].[Al+3].[Cl-].[Cl-].O. The catalyst is C1(C)C(C)=CC=CC=1. The product is [OH:2][C:3]1[C:12]2[O:11][CH2:10][CH2:9][C:8](=[O:13])[C:7]=2[CH:6]=[CH:5][CH:4]=1. The yield is 0.560. (5) The reactants are [Cl:1][C:2]1[CH:7]=NC(I)=C[N:3]=1.[F:9][C:10]1[CH:11]=[C:12]([C:16]#[CH:17])[CH:13]=[CH:14][CH:15]=1.[CH2:18]([N:20](CC)CC)[CH3:19]. The catalyst is C1COCC1.C1C=CC(P(C2C=CC=CC=2)C2C=CC=CC=2)=CC=1.C1C=CC(P(C2C=CC=CC=2)C2C=CC=CC=2)=CC=1.Cl[Pd]Cl.[Cu]I. The product is [Cl:1][C:2]1[N:3]=[N:20][C:18]([C:17]#[C:16][C:12]2[CH:13]=[CH:14][CH:15]=[C:10]([F:9])[CH:11]=2)=[CH:19][CH:7]=1. The yield is 0.780. (6) The reactants are Cl[C:2]1[CH:12]=[CH:11][C:5]([C:6]([NH:8][CH2:9][CH3:10])=[O:7])=[CH:4][C:3]=1[N+:13]([O-:15])=[O:14].C([O-])([O-])=O.[K+].[K+].[CH:22]1([NH2:30])[CH2:29][CH2:28][CH2:27][CH2:26][CH2:25][CH2:24][CH2:23]1. The yield is 0.600. The product is [CH:22]1([NH:30][C:2]2[CH:12]=[CH:11][C:5]([C:6]([NH:8][CH2:9][CH3:10])=[O:7])=[CH:4][C:3]=2[N+:13]([O-:15])=[O:14])[CH2:29][CH2:28][CH2:27][CH2:26][CH2:25][CH2:24][CH2:23]1. No catalyst specified. (7) The reactants are [Cl:1][C:2]1[CH:22]=[CH:21][C:5]([C:6]([N:8]2[CH2:12][CH:11]([OH:13])[CH:10]([N:14]3[CH2:19][CH2:18][NH:17][CH2:16][C:15]3=[O:20])[CH2:9]2)=[O:7])=[CH:4][CH:3]=1.CCN(C(C)C)C(C)C.[Cl:32][C:33]1[CH:41]=[CH:40][C:36]([C:37](Cl)=[O:38])=[CH:35][CH:34]=1. The catalyst is C(Cl)Cl. The product is [Cl:32][C:33]1[CH:41]=[CH:40][C:36]([C:37]([N:17]2[CH2:18][CH2:19][N:14]([CH:10]3[CH:11]([OH:13])[CH2:12][N:8]([C:6](=[O:7])[C:5]4[CH:21]=[CH:22][C:2]([Cl:1])=[CH:3][CH:4]=4)[CH2:9]3)[C:15](=[O:20])[CH2:16]2)=[O:38])=[CH:35][CH:34]=1. The yield is 0.500. (8) The reactants are Br[C:2]1[C:11]2[C:6](=[C:7]([F:12])[CH:8]=[CH:9][CH:10]=2)[C:5](=[O:13])[N:4]([C:14]2[CH:15]=[N:16][CH:17]=[CH:18][CH:19]=2)[C:3]=1[CH3:20].[CH2:21]([OH:28])[C:22]1[CH:27]=[CH:26][CH:25]=[CH:24][CH:23]=1.C1(P(C2C=CC=CC=2)C2C3[O:48][C:47]4C(=CC=CC=4P(C4C=CC=CC=4)C4C=CC=CC=4)C(C)(C)C=3C=CC=2)C=CC=CC=1.C(=O)([O-])[O-].[Na+].[Na+]. The catalyst is C1(C)C=CC=CC=1.C([O-])(=O)C.[Pd+2].C([O-])(=O)C. The product is [CH2:21]([O:28][C:47]([C:2]1[C:11]2[C:6](=[C:7]([F:12])[CH:8]=[CH:9][CH:10]=2)[C:5](=[O:13])[N:4]([C:14]2[CH:15]=[N:16][CH:17]=[CH:18][CH:19]=2)[C:3]=1[CH3:20])=[O:48])[C:22]1[CH:27]=[CH:26][CH:25]=[CH:24][CH:23]=1. The yield is 0.405. (9) The reactants are Cl[C:2]1[C:11]2[C:6](=[CH:7][C:8]([O:14][CH2:15][CH2:16][CH2:17][N:18]3[CH2:22][CH2:21][CH2:20][CH2:19]3)=[C:9]([C:12]#[N:13])[CH:10]=2)[N:5]=[CH:4][CH:3]=1.C(=O)([O-])[O-].[K+].[K+].[CH3:29][C:30]1[C:38]2[C:33](=[CH:34][CH:35]=[C:36]([OH:39])[CH:37]=2)[NH:32][CH:31]=1. The catalyst is CN(C=O)C. The product is [C:12]([C:9]1[CH:10]=[C:11]2[C:6](=[CH:7][C:8]=1[O:14][CH2:15][CH2:16][CH2:17][N:18]1[CH2:22][CH2:21][CH2:20][CH2:19]1)[N:5]=[CH:4][CH:3]=[C:2]2[O:39][C:36]1[CH:37]=[C:38]2[C:33](=[CH:34][CH:35]=1)[NH:32][CH:31]=[C:30]2[CH3:29])#[N:13]. The yield is 0.560.